From a dataset of Human liver microsome stability data. Regression/Classification. Given a drug SMILES string, predict its absorption, distribution, metabolism, or excretion properties. Task type varies by dataset: regression for continuous measurements (e.g., permeability, clearance, half-life) or binary classification for categorical outcomes (e.g., BBB penetration, CYP inhibition). Dataset: hlm. (1) The drug is COC(=O)N[C@H](C(=O)N1CCC[C@H]1c1nc(-c2ccc(-c3ccc(-c4c[nH]c([C@@H]5CCCN5C(=O)[C@@H](NC(=O)OC)C(C)C)n4)cc3)cc2)c[nH]1)C(C)C. The result is 0 (unstable in human liver microsomes). (2) The compound is CC(C)(C)c1cc(NC(=O)[C@@H]2CCC(=O)N2c2ccc(F)cc2)on1. The result is 0 (unstable in human liver microsomes). (3) The drug is CC[C@H]1OC(=O)[C@H](C)[C@@H](O[C@H]2C[C@@](C)(OC)[C@@H](O)[C@H](C)O2)[C@H](C)[C@@H](O[C@@H]2O[C@H](C)C[C@H](N(C)C)[C@H]2O)[C@](C)(O)C[C@@H](C)CN(CCCNC(=O)Nc2cccc3ccccc23)[C@H](C)[C@@H](O)[C@]1(C)O. The result is 0 (unstable in human liver microsomes).